This data is from NCI-60 drug combinations with 297,098 pairs across 59 cell lines. The task is: Regression. Given two drug SMILES strings and cell line genomic features, predict the synergy score measuring deviation from expected non-interaction effect. (1) Drug 1: COC1=C(C=C2C(=C1)N=CN=C2NC3=CC(=C(C=C3)F)Cl)OCCCN4CCOCC4. Drug 2: CC1OCC2C(O1)C(C(C(O2)OC3C4COC(=O)C4C(C5=CC6=C(C=C35)OCO6)C7=CC(=C(C(=C7)OC)O)OC)O)O. Cell line: NCI-H226. Synergy scores: CSS=39.5, Synergy_ZIP=0.326, Synergy_Bliss=5.41, Synergy_Loewe=9.76, Synergy_HSA=10.5. (2) Drug 1: CCCS(=O)(=O)NC1=C(C(=C(C=C1)F)C(=O)C2=CNC3=C2C=C(C=N3)C4=CC=C(C=C4)Cl)F. Drug 2: CNC(=O)C1=CC=CC=C1SC2=CC3=C(C=C2)C(=NN3)C=CC4=CC=CC=N4. Cell line: HCT-15. Synergy scores: CSS=0.508, Synergy_ZIP=1.57, Synergy_Bliss=2.27, Synergy_Loewe=-3.01, Synergy_HSA=-0.983.